From a dataset of Experimentally validated miRNA-target interactions with 360,000+ pairs, plus equal number of negative samples. Binary Classification. Given a miRNA mature sequence and a target amino acid sequence, predict their likelihood of interaction. The miRNA is hsa-miR-379-5p with sequence UGGUAGACUAUGGAACGUAGG. The protein sequence of the target gene is MRALRRLIQGRILLLTICAAGIGGTFQFGYNLSIINAPTLHIQEFTNETWQARTGEPLPDHLVLLMWSLIVSLYPLGGLFGALLAGPLAITLGRKKSLLVNNIFVVSAAILFGFSRKAGSFEMIMLGRLLVGVNAGVSMNIQPMYLGESAPKELRGAVAMSSAIFTALGIVMGQVVGLRELLGGPQAWPLLLASCLVPGALQLASLPLLPESPRYLLIDCGDTEACLAALRRLRGSGDLAGELEELEEERAACQGCRARRPWELFQHRALRRQVTSLVVLGSAMELCGNDSVYAYASSVF.... Result: 1 (interaction).